This data is from Forward reaction prediction with 1.9M reactions from USPTO patents (1976-2016). The task is: Predict the product of the given reaction. (1) Given the reactants [OH:1][C:2]1[C:7]([NH:8][C:9](=[O:23])[CH:10]([C:17]2[CH:22]=[CH:21][CH:20]=[CH:19][CH:18]=2)[C:11]2[CH:16]=[CH:15][CH:14]=[CH:13][CH:12]=2)=[CH:6][N:5]=[C:4]([CH:24]=[N:25][OH:26])[N:3]=1.C1C(=O)N(Cl)C(=O)C1.[C:35]([O:39][CH2:40][CH3:41])(=[O:38])[C:36]#[CH:37].CCN(CC)CC, predict the reaction product. The product is: [C:11]1([CH:10]([C:17]2[CH:18]=[CH:19][CH:20]=[CH:21][CH:22]=2)[C:9]([NH:8][C:7]2[C:2]([OH:1])=[N:3][C:4]([C:24]3[CH:37]=[C:36]([C:35]([O:39][CH2:40][CH3:41])=[O:38])[O:26][N:25]=3)=[N:5][CH:6]=2)=[O:23])[CH:16]=[CH:15][CH:14]=[CH:13][CH:12]=1. (2) Given the reactants [CH3:1][O:2][C:3]1[CH:4]=[C:5]([NH:11][C:12](SC)=[C:13]([S:16]([CH3:19])(=[O:18])=[O:17])[C:14]#[N:15])[CH:6]=[C:7]([O:9][CH3:10])[CH:8]=1.[CH3:22][CH:23]([NH2:28])[C:24]([CH3:27])([CH3:26])[CH3:25], predict the reaction product. The product is: [CH3:1][O:2][C:3]1[CH:4]=[C:5]([NH:11][C:12]([NH:28][CH:23]([CH3:22])[C:24]([CH3:27])([CH3:26])[CH3:25])=[C:13]([S:16]([CH3:19])(=[O:18])=[O:17])[C:14]#[N:15])[CH:6]=[C:7]([O:9][CH3:10])[CH:8]=1. (3) Given the reactants [C:1]([C:3]1[CH:4]=[CH:5][C:6]([N:22]2[CH2:27][CH2:26][C@@H:25]([OH:28])[C@H:24]([NH:29][C:30]([C:32]3[S:33][CH:34]=[CH:35][N:36]=3)=[O:31])[CH2:23]2)=[C:7]2[C:11]=1[NH:10][C:9]([C:12]1[CH2:13][CH2:14][N:15]([S:18]([CH3:21])(=[O:20])=[O:19])[CH2:16][CH:17]=1)=[CH:8]2)#[N:2].CC[OH:39].[OH-].[K+].O, predict the reaction product. The product is: [C:1]([C:3]1[CH:4]=[CH:5][C:6]([N:22]2[CH2:27][CH2:26][C@@H:25]([OH:28])[C@H:24]([NH:29][C:30]([C:32]3[S:33][CH:34]=[CH:35][N:36]=3)=[O:31])[CH2:23]2)=[C:7]2[C:11]=1[NH:10][C:9]([C:12]1[CH2:13][CH2:14][N:15]([S:18]([CH3:21])(=[O:20])=[O:19])[CH2:16][CH:17]=1)=[CH:8]2)(=[O:39])[NH2:2]. (4) Given the reactants [CH:1]12[CH2:10][CH:5]3[CH2:6][CH:7]([CH2:9][CH:3]([CH2:4]3)[CH:2]1[NH:11][C:12]([C@H:14]1[CH2:19][O:18][CH2:17][CH2:16][N:15]1[CH2:20]CN)=[O:13])[CH2:8]2.C(O)=O.C=O.[CH3:28][N:29]([CH:31]=O)[CH3:30], predict the reaction product. The product is: [CH:1]12[CH2:10][CH:5]3[CH2:6][CH:7]([CH2:9][CH:3]([CH2:4]3)[CH:2]1[NH:11][C:12]([C@H:14]1[CH2:19][O:18][CH2:17][CH2:16][N:15]1[CH2:20][CH2:31][N:29]([CH3:28])[CH3:30])=[O:13])[CH2:8]2.